Task: Predict the reaction yield, written as a fraction of the theoretical maximum amount of product (1.0 means a 100% yield; for example, 0.34 means a 34% yield).. Dataset: Reaction yield outcomes from USPTO patents with 853,638 reactions (1) The reactants are [C:1]([C:5]1[CH:6]=[C:7]([C:15]2[NH:19][C:18]([C:20]([O:22]C)=[O:21])=[CH:17][C:16]=2[CH2:24][CH:25]2[CH2:30][CH2:29][CH2:28][CH2:27][CH2:26]2)[CH:8]=[C:9]([C:11]2([CH3:14])[CH2:13][CH2:12]2)[CH:10]=1)([CH3:4])([CH3:3])[CH3:2].[Li+].[OH-].Cl. The product is [C:1]([C:5]1[CH:6]=[C:7]([C:15]2[NH:19][C:18]([C:20]([OH:22])=[O:21])=[CH:17][C:16]=2[CH2:24][CH:25]2[CH2:30][CH2:29][CH2:28][CH2:27][CH2:26]2)[CH:8]=[C:9]([C:11]2([CH3:14])[CH2:13][CH2:12]2)[CH:10]=1)([CH3:2])([CH3:3])[CH3:4]. The yield is 0.970. The catalyst is C1COCC1.CO.O. (2) The reactants are [Cl:1][C:2]1[CH:3]=[C:4]2[C:9](=[CH:10][CH:11]=1)[N:8]([CH3:12])[CH:7]([C:13]([F:16])([F:15])[F:14])[C:6]([C:17]([O:19]CC)=[O:18])=[CH:5]2.[OH-].[Li+].Cl.C(OCC)C. The catalyst is CO.O1CCCC1.O. The product is [Cl:1][C:2]1[CH:3]=[C:4]2[C:9](=[CH:10][CH:11]=1)[N:8]([CH3:12])[CH:7]([C:13]([F:16])([F:14])[F:15])[C:6]([C:17]([OH:19])=[O:18])=[CH:5]2. The yield is 0.980.